This data is from Full USPTO retrosynthesis dataset with 1.9M reactions from patents (1976-2016). The task is: Predict the reactants needed to synthesize the given product. (1) Given the product [Br:1][C:2]1([F:10])[CH:9]=[CH:8][CH:7]=[CH:6][CH:3]1[CH:4]=[N:41][C:15]([O:14][Si:21]([CH3:28])([CH3:27])[CH3:20])=[CH2:16], predict the reactants needed to synthesize it. The reactants are: [Br:1][C:2]1([F:10])[CH:9]=[CH:8][CH:7]=[CH:6][CH:3]1[CH:4]=O.ClC1C=[C:14](C=CC=1)[CH:15]=[O:16].[CH3:20][Si:21]([CH3:28])([CH3:27])N[Si:21]([CH3:28])([CH3:27])[CH3:20].C([Li])CCC.C[Si](Cl)(C)C.C([N:41](CC)CC)C.C(Cl)(=O)C. (2) Given the product [F:1][C:2]1[CH:3]=[C:4]([CH:14]=[C:15]([F:17])[CH:16]=1)[O:5][C:6]1[CH:11]=[CH:10][C:9]([CH2:12][O:13][C:19]2[CH:30]=[C:23]3[N:24]([CH3:29])[C@@H:25]([CH3:28])[CH2:26][CH2:27][N:22]3[C:21](=[O:31])[N:20]=2)=[CH:8][CH:7]=1, predict the reactants needed to synthesize it. The reactants are: [F:1][C:2]1[CH:3]=[C:4]([CH:14]=[C:15]([F:17])[CH:16]=1)[O:5][C:6]1[CH:11]=[CH:10][C:9]([CH2:12][OH:13])=[CH:8][CH:7]=1.Cl[C:19]1[CH:30]=[C:23]2[N:24]([CH3:29])[C@@H:25]([CH3:28])[CH2:26][CH2:27][N:22]2[C:21](=[O:31])[N:20]=1. (3) Given the product [N:40]1[O:41][N:42]=[C:38]2[CH:37]=[C:36]([C:2]3[CH:3]=[C:4]([C:15]([NH:17][CH2:18][C:19]4[C:20](=[O:27])[NH:21][C:22]([CH3:26])=[CH:23][C:24]=4[CH3:25])=[O:16])[C:5]4[C:10]([CH3:11])=[N:9][N:8]([CH:12]([CH3:14])[CH3:13])[C:6]=4[N:7]=3)[CH:44]=[CH:43][C:39]=12, predict the reactants needed to synthesize it. The reactants are: Cl[C:2]1[CH:3]=[C:4]([C:15]([NH:17][CH2:18][C:19]2[C:20](=[O:27])[NH:21][C:22]([CH3:26])=[CH:23][C:24]=2[CH3:25])=[O:16])[C:5]2[C:10]([CH3:11])=[N:9][N:8]([CH:12]([CH3:14])[CH3:13])[C:6]=2[N:7]=1.CC1(C)C(C)(C)OB([C:36]2[CH:44]=[CH:43][C:39]3=[N:40][O:41][N:42]=[C:38]3[CH:37]=2)O1.C(=O)([O-])[O-].[Na+].[Na+]. (4) Given the product [CH2:2]([C:6]1[N:7]([N:19]=[C:21]([CH3:23])[CH3:20])[C:8]2[C:17]3[CH:16]=[CH:15][CH:14]=[CH:13][C:12]=3[N:11]=[CH:10][C:9]=2[N:18]=1)[CH2:3][CH2:4][CH3:5], predict the reactants needed to synthesize it. The reactants are: Cl.[CH2:2]([C:6]1[N:7]([NH2:19])[C:8]2[C:17]3[CH:16]=[CH:15][CH:14]=[CH:13][C:12]=3[N:11]=[CH:10][C:9]=2[N:18]=1)[CH2:3][CH2:4][CH3:5].[CH3:20][C:21]([CH3:23])=O. (5) Given the product [CH3:21][C:8]1[C:6]2[N:7]=[C:2]([C:33]3[CH:38]=[CH:37][N:36]=[N:35][CH:34]=3)[N:3]=[C:4]([N:22]3[CH2:27][CH2:26][O:25][CH2:24][CH2:23]3)[C:5]=2[S:10][C:9]=1[C:11]1[CH:16]=[CH:15][CH:14]=[C:13]([S:17]([CH3:20])(=[O:19])=[O:18])[CH:12]=1, predict the reactants needed to synthesize it. The reactants are: Cl[C:2]1[N:3]=[C:4]([N:22]2[CH2:27][CH2:26][O:25][CH2:24][CH2:23]2)[C:5]2[S:10][C:9]([C:11]3[CH:16]=[CH:15][CH:14]=[C:13]([S:17]([CH3:20])(=[O:19])=[O:18])[CH:12]=3)=[C:8]([CH3:21])[C:6]=2[N:7]=1.C([Sn](CCCC)(CCCC)[C:33]1[CH:38]=[CH:37][N:36]=[N:35][CH:34]=1)CCC.